This data is from Peptide-MHC class I binding affinity with 185,985 pairs from IEDB/IMGT. The task is: Regression. Given a peptide amino acid sequence and an MHC pseudo amino acid sequence, predict their binding affinity value. This is MHC class I binding data. The peptide sequence is LPSETFPNV. The MHC is HLA-B54:01 with pseudo-sequence HLA-B54:01. The binding affinity (normalized) is 0.780.